Dataset: Full USPTO retrosynthesis dataset with 1.9M reactions from patents (1976-2016). Task: Predict the reactants needed to synthesize the given product. (1) Given the product [Cl:8][C:6]1[N:5]=[C:4]([C:9]([F:12])([F:11])[F:10])[N:3]=[C:2]([CH2:17][NH:18][C:19](=[O:25])[O:20][C:21]([CH3:24])([CH3:23])[CH3:22])[CH:7]=1, predict the reactants needed to synthesize it. The reactants are: Cl[C:2]1[CH:7]=[C:6]([Cl:8])[N:5]=[C:4]([C:9]([F:12])([F:11])[F:10])[N:3]=1.F[B-]([CH2:17][NH:18][C:19](=[O:25])[O:20][C:21]([CH3:24])([CH3:23])[CH3:22])(F)F.[K+].C(=O)([O-])[O-].[Na+].[Na+].O. (2) Given the product [Cl:1][C:2]1[CH:3]=[C:4]([CH:27]=[C:28]([Cl:30])[CH:29]=1)[O:5][CH:6]([O:24][CH2:25][CH3:26])[C:7]([NH:9][C:10]([CH3:23])([CH3:22])[C:11]#[C:12][CH2:13][OH:14])=[O:8], predict the reactants needed to synthesize it. The reactants are: [Cl:1][C:2]1[CH:3]=[C:4]([CH:27]=[C:28]([Cl:30])[CH:29]=1)[O:5][CH:6]([O:24][CH2:25][CH3:26])[C:7]([NH:9][C:10]([CH3:23])([CH3:22])[C:11]#[C:12][CH2:13][O:14][Si](C(C)(C)C)(C)C)=[O:8].[F-].C([N+](CCCC)(CCCC)CCCC)CCC. (3) Given the product [F:3][C:4]1[CH:5]=[CH:6][C:7]2[N:8]([C:19](=[S:20])[NH:11][CH:10]=2)[CH:9]=1, predict the reactants needed to synthesize it. The reactants are: Cl.Cl.[F:3][C:4]1[CH:5]=[CH:6][C:7]([CH2:10][NH2:11])=[N:8][CH:9]=1.C(N(CC)CC)C.[C:19](=S)=[S:20].